From a dataset of Catalyst prediction with 721,799 reactions and 888 catalyst types from USPTO. Predict which catalyst facilitates the given reaction. (1) Reactant: [CH2:1]([N:8]1[CH2:13][CH2:12][C:11](=O)[CH:10]([CH3:15])[CH2:9]1)[C:2]1[CH:7]=[CH:6][CH:5]=[CH:4][CH:3]=1.[H-].[Na+].C(I)C.O.[O:22]1[CH2:26][CH2:25][CH2:24][CH2:23]1. Product: [CH2:1]([N:8]1[CH2:13][CH:25]([CH2:24][CH3:23])[C:26](=[O:22])[C:10]([CH2:11][CH3:12])([CH3:15])[CH2:9]1)[C:2]1[CH:7]=[CH:6][CH:5]=[CH:4][CH:3]=1. The catalyst class is: 13. (2) Reactant: [CH2:1]([O:3][C:4](=[O:15])[C:5]1[CH:10]=[CH:9][C:8]([C:11](=[O:13])[CH3:12])=[C:7]([OH:14])[CH:6]=1)[CH3:2].N1C=CC=CC=1.[S:22](O[S:22]([C:25](F)(F)F)(=[O:24])=[O:23])([C:25](F)(F)F)(=[O:24])=[O:23]. Product: [CH2:1]([O:3][C:4](=[O:15])[C:5]1[CH:10]=[CH:9][C:8]([C:11](=[O:13])[CH3:12])=[C:7]([O:14][S:22]([CH3:25])(=[O:24])=[O:23])[CH:6]=1)[CH3:2]. The catalyst class is: 2.